From a dataset of Reaction yield outcomes from USPTO patents with 853,638 reactions. Predict the reaction yield, written as a fraction of the theoretical maximum amount of product (1.0 means a 100% yield; for example, 0.34 means a 34% yield). (1) The reactants are [NH:1]([C:8]([NH:21][C:22]1[CH:27]=[CH:26][CH:25]=[CH:24][CH:23]=1)=[CH:9][C:10]([C:12]1[C:13](Cl)=[N:14][C:15]([CH3:19])=[CH:16][C:17]=1[Cl:18])=[O:11])[C:2]1[CH:7]=[CH:6][CH:5]=[CH:4][CH:3]=1.CC([O-])(C)C.[K+]. The catalyst is O1CCOCC1. The product is [NH:1]([C:8]1[N:21]([C:22]2[CH:27]=[CH:26][CH:25]=[CH:24][CH:23]=2)[C:13]2[C:12]([C:10](=[O:11])[CH:9]=1)=[C:17]([Cl:18])[CH:16]=[C:15]([CH3:19])[N:14]=2)[C:2]1[CH:7]=[CH:6][CH:5]=[CH:4][CH:3]=1. The yield is 0.140. (2) The reactants are [CH2:1]([O:8][CH2:9][C:10](Cl)=[O:11])[C:2]1[CH:7]=[CH:6][CH:5]=[CH:4][CH:3]=1.[NH:13]1[CH:17]=[CH:16]N=N1.C(N(CC)CC)C. The catalyst is C1C=CC=CC=1. The product is [CH2:1]([O:8][CH2:9][C:10]1[O:11][CH:16]=[CH:17][N:13]=1)[C:2]1[CH:7]=[CH:6][CH:5]=[CH:4][CH:3]=1. The yield is 0.290. (3) The reactants are [CH:1]([N:4]1[C:8](=[O:9])[N:7]([C:10]2[CH:15]=[CH:14][C:13]([N:16]3[CH2:21][CH2:20][N:19]([C:22]4[CH:27]=[CH:26][C:25]([O:28]C)=[CH:24][CH:23]=4)[CH2:18][CH2:17]3)=[CH:12][CH:11]=2)[CH:6]=[N:5]1)([CH3:3])[CH3:2]. The catalyst is Br. The product is [OH:28][C:25]1[CH:26]=[CH:27][C:22]([N:19]2[CH2:18][CH2:17][N:16]([C:13]3[CH:12]=[CH:11][C:10]([N:7]4[C:8](=[O:9])[N:4]([CH:1]([CH3:3])[CH3:2])[N:5]=[CH:6]4)=[CH:15][CH:14]=3)[CH2:21][CH2:20]2)=[CH:23][CH:24]=1. The yield is 0.960. (4) The reactants are [CH3:1][C:2]1[CH:6]=[CH:5][NH:4][N:3]=1.[H-].[Na+].Cl[C:10]1[CH:15]=[C:14]([CH3:16])[C:13]([Br:17])=[C:12]([CH3:18])[N:11]=1. The catalyst is CN(C=O)C.CCOC(C)=O.[Cl-].[Na+].O. The product is [Br:17][C:13]1[C:12]([CH3:18])=[N:11][C:10]([N:4]2[CH:5]=[CH:6][C:2]([CH3:1])=[N:3]2)=[CH:15][C:14]=1[CH3:16]. The yield is 0.630. (5) The product is [CH2:13]([O:15][C:16]1[CH:21]=[CH:20][C:19]([N:22]2[C:27](=[O:28])[C:26]([CH2:29][C:30]3[CH:35]=[CH:34][C:33]([C:36]4[CH:41]=[CH:40][CH:39]=[CH:38][C:37]=4[C:42]4[NH:3][C:4](=[O:7])[O:5][N:43]=4)=[CH:32][CH:31]=3)=[C:25]([CH2:44][CH2:45][CH3:46])[N:24]=[C:23]2[CH3:47])=[CH:18][C:17]=1[F:48])[CH3:14]. The reactants are [Cl-].O[NH3+:3].[C:4](=[O:7])([O-])[OH:5].[Na+].CS(C)=O.[CH2:13]([O:15][C:16]1[CH:21]=[CH:20][C:19]([N:22]2[C:27](=[O:28])[C:26]([CH2:29][C:30]3[CH:35]=[CH:34][C:33]([C:36]4[C:37]([C:42]#[N:43])=[CH:38][CH:39]=[CH:40][CH:41]=4)=[CH:32][CH:31]=3)=[C:25]([CH2:44][CH2:45][CH3:46])[N:24]=[C:23]2[CH3:47])=[CH:18][C:17]=1[F:48])[CH3:14]. The yield is 0.700. The catalyst is O.C(OCC)(=O)C. (6) The reactants are [C:1]([O:5][C:6]([NH:8][C:9]1([CH2:17][CH2:18][C:19]2[CH:24]=[CH:23][C:22]([CH2:25][CH2:26][CH2:27][CH2:28][CH2:29]O)=[CH:21][CH:20]=2)[CH2:14][O:13][C:12]([CH3:16])([CH3:15])[O:11][CH2:10]1)=[O:7])([CH3:4])([CH3:3])[CH3:2].C(N(CC)C(C)C)(C)C.CS(Cl)(=O)=O.[I-].[Li+].[N-:47]=[N+:48]=[N-:49].[Na+]. The catalyst is C(Cl)Cl.O. The product is [C:1]([O:5][C:6]([NH:8][C:9]1([CH2:17][CH2:18][C:19]2[CH:24]=[CH:23][C:22]([CH2:25][CH2:26][CH2:27][CH2:28][CH2:29][N:47]=[N+:48]=[N-:49])=[CH:21][CH:20]=2)[CH2:14][O:13][C:12]([CH3:16])([CH3:15])[O:11][CH2:10]1)=[O:7])([CH3:4])([CH3:3])[CH3:2]. The yield is 0.670.